From a dataset of Full USPTO retrosynthesis dataset with 1.9M reactions from patents (1976-2016). Predict the reactants needed to synthesize the given product. Given the product [CH:1]1([C:7]2[C:8]3[CH:9]=[CH:10][C:11]([C:39]([NH:79][CH2:73][C@H:74]4[CH2:75][CH2:76][CH2:77][O:78]4)=[O:40])=[CH:12][C:13]=3[N:14]3[CH2:20][C:19]([C:21]([N:23]4[CH2:24][CH2:25][CH:26]([N:29]5[CH2:30][CH2:31][O:32][CH2:33][CH2:34]5)[CH2:27][CH2:28]4)=[O:22])=[CH:18][C:17]4[CH:35]=[CH:36][CH:37]=[CH:38][C:16]=4[C:15]=23)[CH2:6][CH2:5][CH2:4][CH2:3][CH2:2]1, predict the reactants needed to synthesize it. The reactants are: [CH:1]1([C:7]2[C:8]3[CH:9]=[CH:10][C:11]([C:39](O)=[O:40])=[CH:12][C:13]=3[N:14]3[CH2:20][C:19]([C:21]([N:23]4[CH2:28][CH2:27][CH:26]([N:29]5[CH2:34][CH2:33][O:32][CH2:31][CH2:30]5)[CH2:25][CH2:24]4)=[O:22])=[CH:18][C:17]4[CH:35]=[CH:36][CH:37]=[CH:38][C:16]=4[C:15]=23)[CH2:6][CH2:5][CH2:4][CH2:3][CH2:2]1.C(N(CC)C(C)C)(C)C.Cl.CN(C)CCCN=C=NCC.ON1C2C=CC=CC=2N=N1.[CH2:73]([NH2:79])[C@H:74]1[O:78][CH2:77][CH2:76][CH2:75]1.